This data is from Forward reaction prediction with 1.9M reactions from USPTO patents (1976-2016). The task is: Predict the product of the given reaction. (1) Given the reactants [Cl:1][C:2]1[CH:3]=[C:4]([C:9]([C:12]2[N:16]([C:17]3[CH:22]=[CH:21][C:20]([F:23])=[C:19]([O:24][CH3:25])[CH:18]=3)[C:15]([S:26][CH2:27][C:28]3[CH:29]=[CH:30][C:31]([C:38]#[C:39][CH2:40][OH:41])=[C:32]([CH:37]=3)[C:33]([O:35][CH3:36])=[O:34])=[N:14][CH:13]=2)([CH3:11])[CH3:10])[CH:5]=[CH:6][C:7]=1[Cl:8].[H][H], predict the reaction product. The product is: [Cl:1][C:2]1[CH:3]=[C:4]([C:9]([C:12]2[N:16]([C:17]3[CH:22]=[CH:21][C:20]([F:23])=[C:19]([O:24][CH3:25])[CH:18]=3)[C:15]([S:26][CH2:27][C:28]3[CH:29]=[CH:30][C:31]([CH2:38][CH2:39][CH2:40][OH:41])=[C:32]([CH:37]=3)[C:33]([O:35][CH3:36])=[O:34])=[N:14][CH:13]=2)([CH3:11])[CH3:10])[CH:5]=[CH:6][C:7]=1[Cl:8]. (2) Given the reactants [C:1]([NH:8][C:9]1[CH:14]=[CH:13][C:12]([NH2:15])=[CH:11][CH:10]=1)([O:3]C(C)(C)C)=O.C(N(CC)CC)C.[F:23][C:24]1[CH:25]=[C:26]([CH:30]=[C:31]([F:33])[CH:32]=1)C(Cl)=O, predict the reaction product. The product is: [NH2:15][C:12]1[CH:11]=[CH:10][C:9]([NH:8][C:1](=[O:3])[C:26]2[CH:25]=[C:24]([F:23])[CH:32]=[C:31]([F:33])[CH:30]=2)=[CH:14][CH:13]=1. (3) The product is: [Cl:39][C:40]1[N:45]=[CH:44][N:43]=[C:42]([NH:5][C:4]2[CH:6]=[CH:7][C:8]([N:9]3[CH2:14][CH2:13][N:12]([CH:15]4[CH2:20][CH2:19][O:18][CH2:17][CH2:16]4)[CH2:11][CH2:10]3)=[C:2]([F:1])[CH:3]=2)[N:41]=1. Given the reactants [F:1][C:2]1[CH:3]=[C:4]([CH:6]=[CH:7][C:8]=1[N:9]1[CH2:14][CH2:13][N:12]([CH:15]2[CH2:20][CH2:19][O:18][CH2:17][CH2:16]2)[CH2:11][CH2:10]1)[NH2:5].N1C=CC(N2CCNCC2)=CC=1.C(=O)([O-])[O-].[K+].[K+].[Cl:39][C:40]1[N:45]=[C:44](Cl)[N:43]=[CH:42][N:41]=1, predict the reaction product. (4) The product is: [CH3:23][O:22][C:19]1[CH:20]=[CH:21][C:16]([O:15][C:13](=[O:14])[NH2:3])=[CH:17][CH:18]=1. Given the reactants CC[N:3](C1C=CC=CC=1)CC.Cl[C:13]([O:15][C:16]1[CH:21]=[CH:20][C:19]([O:22][CH3:23])=[CH:18][CH:17]=1)=[O:14], predict the reaction product.